This data is from Full USPTO retrosynthesis dataset with 1.9M reactions from patents (1976-2016). The task is: Predict the reactants needed to synthesize the given product. (1) The reactants are: [Cl:1][C:2]1[CH:7]=[CH:6][C:5]([C:8]2[CH:12]=[CH:11][NH:10][N:9]=2)=[CH:4][C:3]=1[CH2:13][NH:14][C:15](=[O:17])[CH3:16].CN[C@@H]1CCCC[C@H]1NC.C(=O)([O-])[O-].[K+].[K+].I[C:35]1[CH:36]=[CH:37][C:38]2[O:43][CH2:42][CH2:41][CH2:40][C:39]=2[CH:44]=1. Given the product [Cl:1][C:2]1[CH:7]=[CH:6][C:5]([C:8]2[CH:12]=[CH:11][N:10]([C:35]3[CH:36]=[CH:37][C:38]4[O:43][CH2:42][CH2:41][CH2:40][C:39]=4[CH:44]=3)[N:9]=2)=[CH:4][C:3]=1[CH2:13][NH:14][C:15](=[O:17])[CH3:16], predict the reactants needed to synthesize it. (2) Given the product [Cl:1][C:2]1[CH:3]=[CH:4][C:5]2[C:11](=[O:12])[NH:10][C:9]3[CH:13]=[C:14]([CH2:17][CH2:18][O:19][C:22]4[CH:23]=[CH:24][CH:25]=[CH:26][N:21]=4)[CH:15]=[CH:16][C:8]=3[NH:7][C:6]=2[CH:20]=1, predict the reactants needed to synthesize it. The reactants are: [Cl:1][C:2]1[CH:3]=[CH:4][C:5]2[C:11](=[O:12])[NH:10][C:9]3[CH:13]=[C:14]([CH2:17][CH2:18][OH:19])[CH:15]=[CH:16][C:8]=3[NH:7][C:6]=2[CH:20]=1.[NH:21]1[CH:26]=[CH:25][CH:24]=[CH:23][C:22]1=O.C1C=CC(P(C2C=CC=CC=2)C2C=CC=CC=2)=CC=1.N(C(OC(C)(C)C)=O)=NC(OC(C)(C)C)=O. (3) The reactants are: [CH:1]1[C:14]2[C:5](=[CH:6][C:7]3[C:12]([C:13]=2[CH2:15][N:16]([CH2:25][CH3:26])[CH2:17][CH2:18][CH2:19][NH:20][CH2:21][CH2:22][CH2:23][OH:24])=[CH:11][CH:10]=[CH:9][CH:8]=3)[CH:4]=[CH:3][CH:2]=1.[ClH:27].[CH2:28](O)[CH3:29]. Given the product [ClH:27].[CH:11]1[C:12]2[C:7](=[CH:6][C:5]3[C:14]([C:13]=2[CH2:15][N:16]([CH2:25][CH3:26])[CH2:17][CH2:18][CH2:19][NH:20][CH2:21][CH2:22][CH2:23][O:24][CH2:28][CH3:29])=[CH:1][CH:2]=[CH:3][CH:4]=3)[CH:8]=[CH:9][CH:10]=1, predict the reactants needed to synthesize it. (4) Given the product [N:17]1([S:14]([C:6]2[CH:5]=[C:4]([CH:9]=[C:8]([C:10]([F:13])([F:11])[F:12])[CH:7]=2)[C:3]([OH:23])=[O:2])(=[O:15])=[O:16])[CH2:22][CH2:21][O:20][CH2:19][CH2:18]1, predict the reactants needed to synthesize it. The reactants are: C[O:2][C:3](=[O:23])[C:4]1[CH:9]=[C:8]([C:10]([F:13])([F:12])[F:11])[CH:7]=[C:6]([S:14]([N:17]2[CH2:22][CH2:21][O:20][CH2:19][CH2:18]2)(=[O:16])=[O:15])[CH:5]=1.O.O.[OH-].[Li+].Cl. (5) Given the product [CH3:1][N:2]([CH2:5][CH2:6][CH2:7][CH:8]=[C:9]([C:10]1[CH:15]=[CH:14][CH:13]=[CH:12][CH:11]=1)[C:16]1[CH:17]=[CH:18][CH:19]=[CH:20][CH:21]=1)[CH3:3], predict the reactants needed to synthesize it. The reactants are: [CH3:1][NH:2][CH3:3].Br[CH2:5][CH2:6][CH2:7][CH:8]=[C:9]([C:16]1[CH:21]=[CH:20][CH:19]=[CH:18][CH:17]=1)[C:10]1[CH:15]=[CH:14][CH:13]=[CH:12][CH:11]=1. (6) Given the product [C:1]([NH:8][C:9]1[N:13]([CH2:14][C:15]([O:17][CH2:18][CH3:19])=[O:16])[N:12]=[C:11]([C:20]2[CH:25]=[CH:24][CH:23]=[CH:22][CH:21]=2)[CH:10]=1)(=[O:3])[CH3:2], predict the reactants needed to synthesize it. The reactants are: [C:1](OC(=O)C)(=[O:3])[CH3:2].[NH2:8][C:9]1[N:13]([CH2:14][C:15]([O:17][CH2:18][CH3:19])=[O:16])[N:12]=[C:11]([C:20]2[CH:25]=[CH:24][CH:23]=[CH:22][CH:21]=2)[CH:10]=1.